From a dataset of Peptide-MHC class I binding affinity with 185,985 pairs from IEDB/IMGT. Regression. Given a peptide amino acid sequence and an MHC pseudo amino acid sequence, predict their binding affinity value. This is MHC class I binding data. (1) The peptide sequence is YTPLNYSKF. The binding affinity (normalized) is 0.0847. The MHC is HLA-A03:01 with pseudo-sequence HLA-A03:01. (2) The peptide sequence is GAAQYIGLV. The MHC is HLA-A02:01 with pseudo-sequence HLA-A02:01. The binding affinity (normalized) is 0.169.